From a dataset of Catalyst prediction with 721,799 reactions and 888 catalyst types from USPTO. Predict which catalyst facilitates the given reaction. (1) Reactant: [C:1]([CH:3]1[C:12]2[C:7](=[CH:8][CH:9]=[CH:10][CH:11]=2)C(=O)[O:4]1)#N.C[C:14]([CH3:17])([O-:16])[CH3:15].[Li+]. Product: [C:7]1([O-:16])[CH:12]=[CH:11][CH:10]=[CH:9][CH:8]=1.[C:3]1([CH:12]=[CH:17][C:14]([OH:16])=[CH:15][CH:1]=1)[OH:4].[C:3]1([CH:12]=[CH:17][C:14]([OH:16])=[CH:15][CH:1]=1)[OH:4]. The catalyst class is: 7. (2) Reactant: Br[C:2]1[CH:14]=[CH:13][C:5]([O:6][CH:7]2[CH2:12][CH2:11][CH2:10][CH2:9][O:8]2)=[CH:4][CH:3]=1.[CH:15]([C:17]1[CH:22]=[CH:21][C:20](B(O)O)=[CH:19][CH:18]=1)=[O:16].P([O-])([O-])([O-])=O.[K+].[K+].[K+].C(OCC)(=O)C. Product: [O:8]1[CH2:9][CH2:10][CH2:11][CH2:12][CH:7]1[O:6][C:5]1[CH:13]=[CH:14][C:2]([C:20]2[CH:21]=[CH:22][C:17]([CH:15]=[O:16])=[CH:18][CH:19]=2)=[CH:3][CH:4]=1. The catalyst class is: 427. (3) Reactant: [Cl:1][C:2]1[CH:28]=[C:27]([Cl:29])[CH:26]=[CH:25][C:3]=1[C:4]([N:6]([C:15]1[CH:20]=[CH:19][C:18]([O:21][CH3:22])=[C:17]([O:23][CH3:24])[CH:16]=1)[C:7]1[S:8][C:9]([C:12](O)=[O:13])=[CH:10][N:11]=1)=[O:5]. Product: [CH2:4]([N:6]([CH2:15][CH3:16])[C:12]([C:9]1[S:8][C:7]([N:6]([C:4](=[O:5])[C:3]2[CH:25]=[CH:26][C:27]([Cl:29])=[CH:28][C:2]=2[Cl:1])[C:15]2[CH:20]=[CH:19][C:18]([O:21][CH3:22])=[C:17]([O:23][CH3:24])[CH:16]=2)=[N:11][CH:10]=1)=[O:13])[CH3:3]. The catalyst class is: 424. (4) Reactant: [Cl:1][C:2]1[CH:22]=[CH:21][C:5]([CH2:6][NH:7][C:8]([C:10]2[C:11]([OH:20])=[C:12]3[CH:18]=[C:17](I)[S:16][C:13]3=[N:14][CH:15]=2)=[O:9])=[CH:4][CH:3]=1.C(N(CC)CC)C.[CH3:30][OH:31].C1C=CC(P(C2C=CC=CC=2)CCCP(C2C=CC=CC=2)C2C=CC=CC=2)=CC=1.CN([CH:64]=[O:65])C. Product: [Cl:1][C:2]1[CH:22]=[CH:21][C:5]([CH2:6][NH:7][C:8]([C:10]2[C:11]([OH:20])=[C:12]3[CH:18]=[C:17]([C:30]([O:65][CH3:64])=[O:31])[S:16][C:13]3=[N:14][CH:15]=2)=[O:9])=[CH:4][CH:3]=1. The catalyst class is: 318.